From a dataset of NCI-60 drug combinations with 297,098 pairs across 59 cell lines. Regression. Given two drug SMILES strings and cell line genomic features, predict the synergy score measuring deviation from expected non-interaction effect. (1) Drug 2: C1=NNC2=C1C(=O)NC=N2. Cell line: NCIH23. Synergy scores: CSS=8.76, Synergy_ZIP=-6.10, Synergy_Bliss=-0.688, Synergy_Loewe=-5.04, Synergy_HSA=0.135. Drug 1: CN(C)N=NC1=C(NC=N1)C(=O)N. (2) Drug 1: CC12CCC3C(C1CCC2O)C(CC4=C3C=CC(=C4)O)CCCCCCCCCS(=O)CCCC(C(F)(F)F)(F)F. Drug 2: CC1C(C(CC(O1)OC2CC(CC3=C2C(=C4C(=C3O)C(=O)C5=C(C4=O)C(=CC=C5)OC)O)(C(=O)CO)O)N)O.Cl. Cell line: SK-MEL-5. Synergy scores: CSS=54.4, Synergy_ZIP=-2.14, Synergy_Bliss=-3.54, Synergy_Loewe=-9.18, Synergy_HSA=-2.92. (3) Drug 1: CC1OCC2C(O1)C(C(C(O2)OC3C4COC(=O)C4C(C5=CC6=C(C=C35)OCO6)C7=CC(=C(C(=C7)OC)O)OC)O)O. Drug 2: CCC1(C2=C(COC1=O)C(=O)N3CC4=CC5=C(C=CC(=C5CN(C)C)O)N=C4C3=C2)O.Cl. Cell line: SF-295. Synergy scores: CSS=54.0, Synergy_ZIP=-1.02, Synergy_Bliss=-0.891, Synergy_Loewe=2.28, Synergy_HSA=2.96. (4) Drug 1: CCCCC(=O)OCC(=O)C1(CC(C2=C(C1)C(=C3C(=C2O)C(=O)C4=C(C3=O)C=CC=C4OC)O)OC5CC(C(C(O5)C)O)NC(=O)C(F)(F)F)O. Drug 2: CC=C1C(=O)NC(C(=O)OC2CC(=O)NC(C(=O)NC(CSSCCC=C2)C(=O)N1)C(C)C)C(C)C. Cell line: MOLT-4. Synergy scores: CSS=71.9, Synergy_ZIP=-0.500, Synergy_Bliss=-2.34, Synergy_Loewe=-2.50, Synergy_HSA=-0.888. (5) Cell line: ACHN. Synergy scores: CSS=75.1, Synergy_ZIP=-2.61, Synergy_Bliss=1.55, Synergy_Loewe=-11.2, Synergy_HSA=4.13. Drug 1: C1CCC(CC1)NC(=O)N(CCCl)N=O. Drug 2: C1=C(C(=O)NC(=O)N1)N(CCCl)CCCl. (6) Drug 1: CC1=C(C(CCC1)(C)C)C=CC(=CC=CC(=CC(=O)O)C)C. Drug 2: C1=CC=C(C(=C1)C(C2=CC=C(C=C2)Cl)C(Cl)Cl)Cl. Cell line: TK-10. Synergy scores: CSS=3.60, Synergy_ZIP=-0.498, Synergy_Bliss=0.894, Synergy_Loewe=-4.01, Synergy_HSA=-1.55. (7) Drug 1: C1=CC(=CC=C1C#N)C(C2=CC=C(C=C2)C#N)N3C=NC=N3. Drug 2: CC1C(C(CC(O1)OC2CC(CC3=C2C(=C4C(=C3O)C(=O)C5=CC=CC=C5C4=O)O)(C(=O)C)O)N)O. Cell line: HOP-92. Synergy scores: CSS=57.2, Synergy_ZIP=14.6, Synergy_Bliss=15.4, Synergy_Loewe=-8.34, Synergy_HSA=15.4.